Dataset: Catalyst prediction with 721,799 reactions and 888 catalyst types from USPTO. Task: Predict which catalyst facilitates the given reaction. (1) Reactant: C(OC(=O)[N:10]([CH2:12][CH2:13][O:14][C:15]1[CH:20]=[CH:19][CH:18]=[CH:17][C:16]=1[C:21]1([NH2:24])[CH2:23][CH2:22]1)[CH3:11])C1C=CC=CC=1.Br[C:27]1[C:28](=[O:46])[N:29]([C:34]2[CH:35]=[C:36]([CH:41]=[C:42]([F:45])[C:43]=2[CH3:44])[C:37]([O:39][CH3:40])=[O:38])[CH:30]=[C:31]([Br:33])[N:32]=1.C(N(CC)[CH:51]([CH3:53])[CH3:52])(C)C. The catalyst class is: 12. Product: [CH2:40]([O:39][C:37]([CH2:11][NH:10][CH2:12][CH2:13][O:14][C:15]1[CH:20]=[CH:19][CH:18]=[CH:17][C:16]=1[C:21]1([NH:24][C:27]2[C:28](=[O:46])[N:29]([C:34]3[CH:35]=[C:36]([CH:41]=[C:42]([F:45])[C:43]=3[CH3:44])[C:37]([O:39][CH3:40])=[O:38])[CH:30]=[C:31]([Br:33])[N:32]=2)[CH2:22][CH2:23]1)=[O:38])[C:52]1[CH:51]=[CH:53][CH:35]=[CH:34][CH:43]=1. (2) Reactant: [C:1]1(=[O:7])[O:6][C:4](=[O:5])[CH:3]=[CH:2]1.[OH-:8].[Na+].F[B-](F)(F)F.[Cl:15][C:16]1[CH:17]=[C:18]2[C:23](=[CH:24][CH:25]=1)[C:22]([N+]#N)=[CH:21][CH:20]=[CH:19]2. Product: [Cl:15][C:16]1[CH:17]=[C:18]2[C:23](=[CH:24][CH:25]=1)[C:22]([CH:2]([CH2:3][C:4]([OH:8])=[O:5])[C:1]([OH:6])=[O:7])=[CH:21][CH:20]=[CH:19]2. The catalyst class is: 21. (3) The catalyst class is: 155. Product: [Br:2][CH2:15][CH2:14][CH2:13][CH2:12][CH2:11][C:5]1[CH:10]=[CH:9][CH:8]=[CH:7][CH:6]=1. Reactant: P(Br)(Br)[Br:2].[C:5]1([CH2:11][CH2:12][CH2:13][CH2:14][CH2:15]O)[CH:10]=[CH:9][CH:8]=[CH:7][CH:6]=1.O.